Dataset: Peptide-MHC class II binding affinity with 134,281 pairs from IEDB. Task: Regression. Given a peptide amino acid sequence and an MHC pseudo amino acid sequence, predict their binding affinity value. This is MHC class II binding data. (1) The peptide sequence is AGKATTEEQKLIEKI. The MHC is DRB5_0101 with pseudo-sequence DRB5_0101. The binding affinity (normalized) is 0.0654. (2) The peptide sequence is PVGFFTALAVLIECH. The MHC is DRB1_0802 with pseudo-sequence DRB1_0802. The binding affinity (normalized) is 0.458. (3) The peptide sequence is AFKIGLHTEFQTVSF. The MHC is DRB1_0401 with pseudo-sequence DRB1_0401. The binding affinity (normalized) is 0.247. (4) The peptide sequence is DIIFDIYFAILMMSC. The MHC is DRB1_1302 with pseudo-sequence DRB1_1302. The binding affinity (normalized) is 0.361. (5) The peptide sequence is YLVCGERGFFYTPKT. The MHC is DRB1_0404 with pseudo-sequence DRB1_0404. The binding affinity (normalized) is 0.0718. (6) The peptide sequence is GSWKLEKASLIEVKT. The MHC is DRB1_0101 with pseudo-sequence DRB1_0101. The binding affinity (normalized) is 0.632. (7) The peptide sequence is YDKFLANVSQVLTGK. The MHC is DRB1_0101 with pseudo-sequence DRB1_0101. The binding affinity (normalized) is 0.795. (8) The peptide sequence is EYIEAAKWLLPPPKV. The MHC is HLA-DQA10301-DQB10302 with pseudo-sequence HLA-DQA10301-DQB10302. The binding affinity (normalized) is 0.308. (9) The peptide sequence is YDKFLRNVSTVLTGK. The MHC is DRB3_0202 with pseudo-sequence DRB3_0202. The binding affinity (normalized) is 0.964. (10) The peptide sequence is YFVAILDYLNHMAKE. The MHC is DRB1_0404 with pseudo-sequence DRB1_0404. The binding affinity (normalized) is 0.576.